The task is: Predict which catalyst facilitates the given reaction.. This data is from Catalyst prediction with 721,799 reactions and 888 catalyst types from USPTO. (1) Reactant: [F:1][C:2]1[C:7]2[O:8][CH2:9][C:10]3[C:15]([C:6]=2[CH:5]=[CH:4][C:3]=1[O:20]CC1C=CC(OC)=CC=1)=[CH:14][C:13]([NH:16][C:17](=[O:19])[CH3:18])=[N:12][CH:11]=3.[C:30]([OH:36])([C:32]([F:35])([F:34])[F:33])=[O:31]. The catalyst class is: 4. Product: [F:1][C:2]1[C:7]2[O:8][CH2:9][C:10]3[C:15]([C:6]=2[CH:5]=[CH:4][C:3]=1[OH:20])=[CH:14][C:13]([NH:16][C:17](=[O:19])[CH3:18])=[N:12][CH:11]=3.[C:30]([OH:36])([C:32]([F:35])([F:34])[F:33])=[O:31]. (2) Reactant: [Br:1][C:2]1[CH:6]=[N:5][N:4]([CH3:7])[C:3]=1[NH:8][C:9]1[CH:14]=[CH:13][CH:12]=[C:11]([N+:15]([O-])=O)[CH:10]=1.S(S([O-])=O)([O-])=O.[Na+].[Na+]. Product: [Br:1][C:2]1[CH:6]=[N:5][N:4]([CH3:7])[C:3]=1[NH:8][C:9]1[CH:14]=[CH:13][CH:12]=[C:11]([NH2:15])[CH:10]=1. The catalyst class is: 40. (3) Reactant: [Cl:1][C:2]1[CH:7]=[C:6]([CH3:8])[CH:5]=[C:4]([Cl:9])[C:3]=1[OH:10].[Si:11]([O:18][CH2:19][CH2:20][CH2:21]O)([C:14]([CH3:17])([CH3:16])[CH3:15])([CH3:13])[CH3:12].N(C(OC(C)(C)C)=O)=NC(OC(C)(C)C)=O.C(P(CCCC)CCCC)CCC. Product: [C:14]([Si:11]([O:18][CH2:19][CH2:20][CH2:21][O:10][C:3]1[C:2]([Cl:1])=[CH:7][C:6]([CH3:8])=[CH:5][C:4]=1[Cl:9])([CH3:12])[CH3:13])([CH3:16])([CH3:17])[CH3:15]. The catalyst class is: 332.